Predict which catalyst facilitates the given reaction. From a dataset of Catalyst prediction with 721,799 reactions and 888 catalyst types from USPTO. (1) Reactant: [CH2:1]([O:3][C:4]1[CH:5]=[C:6]2[C:11](=[C:12]3[CH2:16][C:15]([CH3:18])([CH3:17])[O:14][C:13]=13)[C:10]([C:19]1[CH:24]=[CH:23][CH:22]=[CH:21][CH:20]=1)=[N:9][C:8]([CH3:27])([CH2:25][NH2:26])[CH2:7]2)[CH3:2].[OH-].[Na+].[CH3:30][S:31](Cl)(=[O:33])=[O:32].O. Product: [CH2:1]([O:3][C:4]1[CH:5]=[C:6]2[C:11](=[C:12]3[CH2:16][C:15]([CH3:18])([CH3:17])[O:14][C:13]=13)[C:10]([C:19]1[CH:24]=[CH:23][CH:22]=[CH:21][CH:20]=1)=[N:9][C:8]([CH2:25][NH:26][S:31]([CH3:30])(=[O:33])=[O:32])([CH3:27])[CH2:7]2)[CH3:2]. The catalyst class is: 7. (2) Reactant: [CH2:1]([S:3][C:4]1[N:13]([C:14]2[CH:19]=[CH:18][C:17]([O:20][CH2:21][C:22]([F:25])([F:24])[F:23])=[CH:16][CH:15]=2)[C:12](=[O:26])[C:11]2[C:6](=[N:7][C:8]([O:27]C)=[CH:9][N:10]=2)[N:5]=1)[CH3:2].Cl.N1C=CC=CC=1. Product: [CH2:1]([S:3][C:4]1[N:13]([C:14]2[CH:15]=[CH:16][C:17]([O:20][CH2:21][C:22]([F:23])([F:25])[F:24])=[CH:18][CH:19]=2)[C:12](=[O:26])[C:11]2[N:10]=[CH:9][C:8](=[O:27])[NH:7][C:6]=2[N:5]=1)[CH3:2]. The catalyst class is: 9. (3) Reactant: [OH:1][C@@H:2]1[C@@H:10]([C@@H:11]([O:16][CH3:17])[C:12]([F:15])([F:14])[F:13])[O:9][C@H:8]2[C@H:4]([N:5]=[C:6]([N:18](C)[C:19](=O)OC(C)(C)C)[S:7]2)[C@H:3]1[OH:27].C[Mg]Cl. Product: [CH3:19][NH:18][C:6]1[S:7][C@H:8]2[O:9][C@H:10]([C@@H:11]([O:16][CH3:17])[C:12]([F:13])([F:14])[F:15])[C@@H:2]([OH:1])[C@H:3]([OH:27])[C@H:4]2[N:5]=1. The catalyst class is: 1. (4) Reactant: [C:1]([NH:4][CH2:5][C@@H:6]1[O:10][C:9](=[O:11])[N:8]([C:12]2[CH:17]=[CH:16][C:15]([NH2:18])=[C:14]([F:19])[CH:13]=2)[CH2:7]1)(=[S:3])[CH3:2].[C:20](OC(=O)C)(=[O:22])[CH3:21].N1C=CC=CC=1. Product: [C:1]([NH:4][CH2:5][C@@H:6]1[O:10][C:9](=[O:11])[N:8]([C:12]2[CH:17]=[CH:16][C:15]([NH:18][C:20](=[O:22])[CH3:21])=[C:14]([F:19])[CH:13]=2)[CH2:7]1)(=[S:3])[CH3:2]. The catalyst class is: 4. (5) Reactant: [F:1][C:2]1[CH:11]=[CH:10][C:9]2[CH:12]=[CH:13][C:14](=[O:15])[N:7]3[C:8]=2[C:3]=1[CH2:4][CH2:5][CH:6]3[CH2:16][OH:17].CC(OI1(OC(C)=O)(OC(C)=O)OC(=O)C2C=CC=CC1=2)=O.C(OCC)C.[OH-].[Na+]. Product: [F:1][C:2]1[CH:11]=[CH:10][C:9]2[CH:12]=[CH:13][C:14](=[O:15])[N:7]3[C:8]=2[C:3]=1[CH2:4][CH2:5][CH:6]3[CH:16]=[O:17]. The catalyst class is: 2.